Dataset: Peptide-MHC class II binding affinity with 134,281 pairs from IEDB. Task: Regression. Given a peptide amino acid sequence and an MHC pseudo amino acid sequence, predict their binding affinity value. This is MHC class II binding data. (1) The peptide sequence is LWEVKSAKPLTGPMN. The MHC is DRB1_0701 with pseudo-sequence DRB1_0701. The binding affinity (normalized) is 0.456. (2) The binding affinity (normalized) is 0.936. The peptide sequence is FTVNQTSRLLMRRMR. The MHC is DRB3_0301 with pseudo-sequence DRB3_0301. (3) The peptide sequence is GEEEVQLIAAVPGKN. The MHC is HLA-DQA10601-DQB10402 with pseudo-sequence HLA-DQA10601-DQB10402. The binding affinity (normalized) is 0.314.